Regression/Classification. Given a drug SMILES string, predict its absorption, distribution, metabolism, or excretion properties. Task type varies by dataset: regression for continuous measurements (e.g., permeability, clearance, half-life) or binary classification for categorical outcomes (e.g., BBB penetration, CYP inhibition). Dataset: cyp3a4_veith. From a dataset of CYP3A4 inhibition data for predicting drug metabolism from PubChem BioAssay. (1) The compound is COCCn1c(=O)c(-c2ccc(Cl)cc2)nc2cnc(N3CCNCC3)nc21. The result is 1 (inhibitor). (2) The result is 0 (non-inhibitor). The compound is CCOC(=O)c1sc(NC(C)=O)nc1-c1ccccc1. (3) The molecule is COc1ccc(-c2nc3c([nH]2)c(=O)n(C)c(=O)n3C)c(OC)c1. The result is 1 (inhibitor). (4) The drug is Cc1ccccc1OCCCN1CCCC1. The result is 0 (non-inhibitor). (5) The molecule is CNC(C)Cc1ccccc1Sc1ccc(O)cc1.Cl. The result is 0 (non-inhibitor). (6) The molecule is O=C(Cc1cccs1)N1CCC(c2nc3c(nnn3Cc3ccccc3Cl)c(=O)[nH]2)CC1. The result is 1 (inhibitor). (7) The drug is C=CCn1c(SCC(=O)NC2CCCCC2)nnc1C1CCCCC1. The result is 1 (inhibitor). (8) The molecule is CS(=O)(=O)Nc1cccc(-c2ccc3ncnc(NC4CC4)c3c2)c1. The result is 1 (inhibitor).